This data is from Reaction yield outcomes from USPTO patents with 853,638 reactions. The task is: Predict the reaction yield, written as a fraction of the theoretical maximum amount of product (1.0 means a 100% yield; for example, 0.34 means a 34% yield). The reactants are [NH:1]1[CH2:6][CH2:5][CH:4]([C:7]2[C:8](=[O:17])[NH:9][C:10]3[C:15]([CH:16]=2)=[CH:14][N:13]=[CH:12][CH:11]=3)[CH2:3][CH2:2]1.[Cl:18][C:19]1[C:27]2[NH:26][N:25]=[CH:24][C:23]=2[C:22]2[CH2:28][N:29]([CH2:54][C:55]([CH3:58])([CH3:57])[CH3:56])[C:30](=[O:53])[C@@H:31]([CH2:33][C:34](=[O:52])N3CCC(N4CC5C(=CC=CC=5)NC4=O)CC3)[CH2:32][C:21]=2[CH:20]=1. No catalyst specified. The product is [Cl:18][C:19]1[C:27]2[NH:26][N:25]=[CH:24][C:23]=2[C:22]2[CH2:28][N:29]([CH2:54][C:55]([CH3:58])([CH3:57])[CH3:56])[C:30](=[O:53])[C@H:31]([CH2:33][C:34]([N:1]3[CH2:2][CH2:3][CH:4]([C:7]4[C:8](=[O:17])[NH:9][C:10]5[C:15]([CH:16]=4)=[CH:14][N:13]=[CH:12][CH:11]=5)[CH2:5][CH2:6]3)=[O:52])[CH2:32][C:21]=2[CH:20]=1. The yield is 0.270.